From a dataset of Peptide-MHC class I binding affinity with 185,985 pairs from IEDB/IMGT. Regression. Given a peptide amino acid sequence and an MHC pseudo amino acid sequence, predict their binding affinity value. This is MHC class I binding data. (1) The peptide sequence is HEGEGIPLY. The MHC is HLA-B08:02 with pseudo-sequence HLA-B08:02. The binding affinity (normalized) is 0.0847. (2) The peptide sequence is RSIAMLKSK. The MHC is HLA-A31:01 with pseudo-sequence HLA-A31:01. The binding affinity (normalized) is 0.324.